From a dataset of Forward reaction prediction with 1.9M reactions from USPTO patents (1976-2016). Predict the product of the given reaction. (1) Given the reactants [CH2:1]([O:3][C:4](=[O:12])[C:5]1[CH:10]=[CH:9][CH:8]=[CH:7][C:6]=1F)[CH3:2].[CH2:13]([O:15][CH2:16][CH2:17][NH2:18])[CH3:14].C(N(C(C)C)CC)(C)C, predict the reaction product. The product is: [CH2:1]([O:3][C:4](=[O:12])[C:5]1[CH:10]=[CH:9][CH:8]=[CH:7][C:6]=1[NH:18][CH2:17][CH2:16][O:15][CH2:13][CH3:14])[CH3:2]. (2) Given the reactants CN([CH:4]=[CH:5][C:6]1[CH:11]=[CH:10][C:9]([O:12][C:13]([F:16])([F:15])[F:14])=[CH:8][C:7]=1[N+:17]([O-])=O)C, predict the reaction product. The product is: [F:16][C:13]([F:14])([F:15])[O:12][C:9]1[CH:8]=[C:7]2[C:6]([CH:5]=[CH:4][NH:17]2)=[CH:11][CH:10]=1. (3) Given the reactants [CH2:1]([C:3]1[N:7]([C:8]2[N:16]=[C:15]3[C:11]([N:12]=[C:13]([C:18]4([O:22][CH3:23])[CH2:21][NH:20][CH2:19]4)[N:14]3[CH3:17])=[C:10]([N:24]3[CH2:29][CH2:28][O:27][CH2:26][CH2:25]3)[N:9]=2)[C:6]2[CH:30]=[CH:31][CH:32]=[CH:33][C:5]=2[N:4]=1)[CH3:2].[O:34]1[CH2:39][CH2:38][C:37](=O)[CH2:36][CH2:35]1.CC(O)=O.C(O[BH-](OC(=O)C)OC(=O)C)(=O)C.[Na+], predict the reaction product. The product is: [CH2:1]([C:3]1[N:7]([C:8]2[N:16]=[C:15]3[C:11]([N:12]=[C:13]([C:18]4([O:22][CH3:23])[CH2:21][N:20]([CH:37]5[CH2:38][CH2:39][O:34][CH2:35][CH2:36]5)[CH2:19]4)[N:14]3[CH3:17])=[C:10]([N:24]3[CH2:29][CH2:28][O:27][CH2:26][CH2:25]3)[N:9]=2)[C:6]2[CH:30]=[CH:31][CH:32]=[CH:33][C:5]=2[N:4]=1)[CH3:2]. (4) Given the reactants CCO[Si:4]([O:11][CH2:12]C)([O:8][CH2:9]C)[O:5][CH2:6]C.Cl.C[N:16]1C(=O)[CH2:19][CH2:18][CH2:17]1, predict the reaction product. The product is: [NH2:16][CH2:17][CH2:18][CH2:19][Si:4]([O:5][CH3:6])([O:8][CH3:9])[O:11][CH3:12]. (5) Given the reactants I[CH2:2]CI.ICI.[Cl:8][C:9]1[CH:25]=[CH:24][C:12]([CH2:13][CH:14]2[C:18](=[O:19])[CH:17]([C:20]([F:23])([F:22])[F:21])[CH2:16][CH2:15]2)=[CH:11][CH:10]=1.[OH-].[Na+].Cl, predict the reaction product. The product is: [Cl:8][C:9]1[CH:10]=[CH:11][C:12]([CH2:13][CH:14]2[C:18]3([O:19][CH2:2]3)[CH:17]([C:20]([F:21])([F:22])[F:23])[CH2:16][CH2:15]2)=[CH:24][CH:25]=1. (6) Given the reactants [F:1][C:2]1[CH:8]=[CH:7][CH:6]=[C:5]([F:9])[C:3]=1[NH2:4].[F:10][C:11]([F:16])([F:15])[C:12](O)=O.C(Cl)(Cl)(Cl)[Cl:18].C1(P(C2C=CC=CC=2)C2C=CC=CC=2)C=CC=CC=1.C(N(CC)CC)C, predict the reaction product. The product is: [F:1][C:2]1[CH:8]=[CH:7][CH:6]=[C:5]([F:9])[C:3]=1[N:4]=[C:12]([Cl:18])[C:11]([F:16])([F:15])[F:10].